Dataset: HIV replication inhibition screening data with 41,000+ compounds from the AIDS Antiviral Screen. Task: Binary Classification. Given a drug SMILES string, predict its activity (active/inactive) in a high-throughput screening assay against a specified biological target. The compound is CC1(C)Cc2c(oc3ncnc(N)c23)CS1. The result is 0 (inactive).